The task is: Predict the reaction yield, written as a fraction of the theoretical maximum amount of product (1.0 means a 100% yield; for example, 0.34 means a 34% yield).. This data is from Reaction yield outcomes from USPTO patents with 853,638 reactions. (1) The reactants are C1C=CC(P(C2C(C3C(P(C4C=CC=CC=4)C4C=CC=CC=4)=CC=C4C=3C=CC=C4)=C3C(C=CC=C3)=CC=2)C2C=CC=CC=2)=CC=1.Cl[C:48]1[C:57]([Cl:58])=[N:56][C:55]2[C:50](=[CH:51][CH:52]=[CH:53][CH:54]=2)[N:49]=1.[C:59]1([NH2:69])[C:68]2[C:63](=[CH:64][CH:65]=[CH:66][CH:67]=2)[CH:62]=[CH:61][CH:60]=1.CC(C)([O-])C.[K+]. The catalyst is C([O-])(=O)C.[Pd+2].C([O-])(=O)C. The product is [Cl:58][C:57]1[C:48]([NH:69][C:59]2[C:68]3[C:63](=[CH:64][CH:65]=[CH:66][CH:67]=3)[CH:62]=[CH:61][CH:60]=2)=[N:49][C:50]2[C:55]([N:56]=1)=[CH:54][CH:53]=[CH:52][CH:51]=2. The yield is 0.330. (2) The product is [C:3]([C:2]#[N:1])([CH3:4])=[O:30].[N:1]1[CH:6]=[CH:5][CH:4]=[CH:3][C:2]=1[C:7]1[C:11]([C:12]2[C:21]3[C:16](=[CH:17][CH:18]=[CH:19][CH:20]=3)[N:15]=[CH:14][CH:13]=2)=[CH:10][N:9]([CH2:22][CH2:29][C:28]([OH:31])=[O:30])[N:8]=1. The reactants are [N:1]1[CH:6]=[CH:5][CH:4]=[CH:3][C:2]=1[C:7]1[C:11]([C:12]2[C:21]3[C:16](=[CH:17][CH:18]=[CH:19][CH:20]=3)[N:15]=[CH:14][CH:13]=2)=[CH:10][N:9]([CH2:22]CC#N)[N:8]=1.[OH-].[Na+].[C:28]([OH:31])(=[O:30])[CH3:29]. The yield is 0.800. The catalyst is C(O)C.